Dataset: Forward reaction prediction with 1.9M reactions from USPTO patents (1976-2016). Task: Predict the product of the given reaction. (1) Given the reactants [NH2:1][C:2]1[N:7]=[C:6]([C:8]2[CH:16]=[C:15]3[C:11]([C:12]([NH:17]C(=O)C)=[N:13][NH:14]3)=[CH:10][CH:9]=2)[CH:5]=[C:4]([CH3:21])[N:3]=1.[ClH:22], predict the reaction product. The product is: [ClH:22].[NH2:1][C:2]1[N:7]=[C:6]([C:8]2[CH:16]=[C:15]3[C:11]([C:12]([NH2:17])=[N:13][NH:14]3)=[CH:10][CH:9]=2)[CH:5]=[C:4]([CH3:21])[N:3]=1. (2) Given the reactants [Cl:1][C:2]1[C:3]([C:15]2[CH:20]=[C:19]([S:21]([CH3:23])=O)[N:18]=[C:17]([NH2:24])[N:16]=2)=[C:4]2[CH:13]=[CH:12][CH:11]=[C:10]3[C:5]2=[C:6]([CH:14]=1)[CH2:7][O:8][CH2:9]3.SC[CH2:27][CH2:28][OH:29].C(N(CC)C(C)C)(C)C.Cl, predict the reaction product. The product is: [NH2:24][C:17]1[N:18]=[C:19]([S:21][CH2:23][CH2:27][CH2:28][OH:29])[CH:20]=[C:15]([C:3]2[C:2]([Cl:1])=[CH:14][C:6]3[CH2:7][O:8][CH2:9][C:10]4[C:5]=3[C:4]=2[CH:13]=[CH:12][CH:11]=4)[N:16]=1. (3) Given the reactants [NH:1]1[C:9]2[C:4](=[CH:5][CH:6]=[CH:7][CH:8]=2)[C:3](/[CH:10]=[C:11]2\[O:12][C:13]3[C:20]([CH2:21][N:22]4[CH2:27][CH2:26][N:25](C(OC(C)(C)C)=O)[CH2:24][CH2:23]4)=[C:19]([O:35][CH2:36][CH3:37])[CH:18]=[CH:17][C:14]=3[C:15]\2=[O:16])=[CH:2]1.Cl, predict the reaction product. The product is: [NH:1]1[C:9]2[C:4](=[CH:5][CH:6]=[CH:7][CH:8]=2)[C:3](/[CH:10]=[C:11]2\[O:12][C:13]3[C:20]([CH2:21][N:22]4[CH2:23][CH2:24][NH:25][CH2:26][CH2:27]4)=[C:19]([O:35][CH2:36][CH3:37])[CH:18]=[CH:17][C:14]=3[C:15]\2=[O:16])=[CH:2]1. (4) Given the reactants [Br:1][C:2]1[C:3]([CH3:9])=[N:4][C:5]([OH:8])=[CH:6][CH:7]=1.C(=O)([O-])[O-].[Cs+].[Cs+].O([CH2:24][C:25]([F:28])([F:27])[F:26])S(C(F)(F)F)(=O)=O, predict the reaction product. The product is: [Br:1][C:2]1[CH:7]=[CH:6][C:5](=[O:8])[N:4]([CH2:24][C:25]([F:28])([F:27])[F:26])[C:3]=1[CH3:9]. (5) The product is: [Cl:33][C:30]1[CH:29]=[CH:28][C:27]([CH2:26][C@@H:2]([NH:1][C:45]([CH:43]2[CH2:44][N:41]([C:34]([O:36][C:37]([CH3:40])([CH3:39])[CH3:38])=[O:35])[CH2:42]2)=[O:46])[C:3]([N:5]2[CH2:6][CH2:7][N:8]([C:11]3[CH:16]=[CH:15][CH:14]=[CH:13][C:12]=3[N:17]([CH2:22][CH:23]3[CH2:24][CH2:25]3)[S:18]([CH3:21])(=[O:19])=[O:20])[CH2:9][CH2:10]2)=[O:4])=[CH:32][CH:31]=1. Given the reactants [NH2:1][C@H:2]([CH2:26][C:27]1[CH:32]=[CH:31][C:30]([Cl:33])=[CH:29][CH:28]=1)[C:3]([N:5]1[CH2:10][CH2:9][N:8]([C:11]2[CH:16]=[CH:15][CH:14]=[CH:13][C:12]=2[N:17]([CH2:22][CH:23]2[CH2:25][CH2:24]2)[S:18]([CH3:21])(=[O:20])=[O:19])[CH2:7][CH2:6]1)=[O:4].[C:34]([N:41]1[CH2:44][CH:43]([C:45](O)=[O:46])[CH2:42]1)([O:36][C:37]([CH3:40])([CH3:39])[CH3:38])=[O:35].CCN=C=NCCCN(C)C.CI.C1C=NC2N(O)N=NC=2C=1, predict the reaction product. (6) The product is: [CH2:1]([NH:8][C:14]([C:10]1[O:9][CH:13]=[CH:12][CH:11]=1)=[O:15])[C:2]1[CH:7]=[CH:6][CH:5]=[CH:4][CH:3]=1. Given the reactants [CH2:1]([NH2:8])[C:2]1[CH:7]=[CH:6][CH:5]=[CH:4][CH:3]=1.[O:9]1[CH:13]=[CH:12][CH:11]=[C:10]1[C:14](Cl)=[O:15], predict the reaction product.